Dataset: NCI-60 drug combinations with 297,098 pairs across 59 cell lines. Task: Regression. Given two drug SMILES strings and cell line genomic features, predict the synergy score measuring deviation from expected non-interaction effect. (1) Drug 1: CN1C2=C(C=C(C=C2)N(CCCl)CCCl)N=C1CCCC(=O)O.Cl. Drug 2: C(CN)CNCCSP(=O)(O)O. Cell line: A549. Synergy scores: CSS=7.68, Synergy_ZIP=-1.67, Synergy_Bliss=2.66, Synergy_Loewe=0.475, Synergy_HSA=2.18. (2) Drug 1: CC1OCC2C(O1)C(C(C(O2)OC3C4COC(=O)C4C(C5=CC6=C(C=C35)OCO6)C7=CC(=C(C(=C7)OC)O)OC)O)O. Drug 2: COC1=CC(=CC(=C1O)OC)C2C3C(COC3=O)C(C4=CC5=C(C=C24)OCO5)OC6C(C(C7C(O6)COC(O7)C8=CC=CS8)O)O. Cell line: MCF7. Synergy scores: CSS=38.5, Synergy_ZIP=-9.42, Synergy_Bliss=-7.11, Synergy_Loewe=-1.89, Synergy_HSA=0.0964. (3) Drug 1: C1=NC2=C(N1)C(=S)N=C(N2)N. Drug 2: CC1CCC2CC(C(=CC=CC=CC(CC(C(=O)C(C(C(=CC(C(=O)CC(OC(=O)C3CCCCN3C(=O)C(=O)C1(O2)O)C(C)CC4CCC(C(C4)OC)OCCO)C)C)O)OC)C)C)C)OC. Cell line: M14. Synergy scores: CSS=41.5, Synergy_ZIP=-2.49, Synergy_Bliss=-0.258, Synergy_Loewe=1.53, Synergy_HSA=1.95. (4) Drug 1: C1=CC(=C2C(=C1NCCNCCO)C(=O)C3=C(C=CC(=C3C2=O)O)O)NCCNCCO. Drug 2: CC1=C(C(CCC1)(C)C)C=CC(=CC=CC(=CC(=O)O)C)C. Cell line: SF-539. Synergy scores: CSS=41.5, Synergy_ZIP=0.120, Synergy_Bliss=2.56, Synergy_Loewe=6.11, Synergy_HSA=7.02. (5) Drug 1: CN1CCC(CC1)COC2=C(C=C3C(=C2)N=CN=C3NC4=C(C=C(C=C4)Br)F)OC. Drug 2: C1=CC(=CC=C1CCCC(=O)O)N(CCCl)CCCl. Cell line: NCIH23. Synergy scores: CSS=55.3, Synergy_ZIP=-1.14, Synergy_Bliss=-4.89, Synergy_Loewe=-3.91, Synergy_HSA=-3.55. (6) Drug 1: CC(CN1CC(=O)NC(=O)C1)N2CC(=O)NC(=O)C2. Drug 2: CC1CCCC2(C(O2)CC(NC(=O)CC(C(C(=O)C(C1O)C)(C)C)O)C(=CC3=CSC(=N3)C)C)C. Cell line: HT29. Synergy scores: CSS=34.4, Synergy_ZIP=-11.6, Synergy_Bliss=-3.09, Synergy_Loewe=-2.19, Synergy_HSA=-2.07. (7) Drug 1: CN1C2=C(C=C(C=C2)N(CCCl)CCCl)N=C1CCCC(=O)O.Cl. Drug 2: COC1=C2C(=CC3=C1OC=C3)C=CC(=O)O2. Cell line: SF-539. Synergy scores: CSS=5.80, Synergy_ZIP=3.14, Synergy_Bliss=8.38, Synergy_Loewe=3.98, Synergy_HSA=4.15.